The task is: Predict the product of the given reaction.. This data is from Forward reaction prediction with 1.9M reactions from USPTO patents (1976-2016). (1) Given the reactants [CH2:1]([C:3]1[N:7]([C:8]2[N:16]=[C:15]3[C:11]([N:12]=[C:13]([CH:18]=O)[N:14]3[CH3:17])=[C:10]([N:20]3[CH2:25][CH2:24][O:23][CH2:22][CH2:21]3)[N:9]=2)[C:6]2[CH:26]=[CH:27][CH:28]=[CH:29][C:5]=2[N:4]=1)[CH3:2].[NH:30]1[CH2:33][CH:32]([N:34]2[CH2:39][CH2:38][O:37][C:36]([CH3:41])([CH3:40])[CH2:35]2)[CH2:31]1.C(O[BH-](OC(=O)C)OC(=O)C)(=O)C.[Na+], predict the reaction product. The product is: [CH2:1]([C:3]1[N:7]([C:8]2[N:16]=[C:15]3[C:11]([N:12]=[C:13]([CH2:18][N:30]4[CH2:33][CH:32]([N:34]5[CH2:39][CH2:38][O:37][C:36]([CH3:41])([CH3:40])[CH2:35]5)[CH2:31]4)[N:14]3[CH3:17])=[C:10]([N:20]3[CH2:25][CH2:24][O:23][CH2:22][CH2:21]3)[N:9]=2)[C:6]2[CH:26]=[CH:27][CH:28]=[CH:29][C:5]=2[N:4]=1)[CH3:2]. (2) Given the reactants [C:1]([C:4]1[C:12]2[N:11]=[C:10]([C:13]3[CH:18]=[CH:17][C:16]([CH:19]4[CH2:23][CH2:22][CH2:21][N:20]4C(OC(C)(C)C)=O)=[CH:15][C:14]=3[F:31])[NH:9][C:8]=2[CH:7]=[C:6]([F:32])[CH:5]=1)(=[O:3])[NH2:2], predict the reaction product. The product is: [F:32][C:6]1[CH:5]=[C:4]([C:1]([NH2:2])=[O:3])[C:12]2[N:11]=[C:10]([C:13]3[CH:18]=[CH:17][C:16]([CH:19]4[CH2:23][CH2:22][CH2:21][NH:20]4)=[CH:15][C:14]=3[F:31])[NH:9][C:8]=2[CH:7]=1. (3) Given the reactants [CH2:1]([O:3][C:4](=[O:33])[CH:5]([N:16]([CH:30]1[CH2:32][CH2:31]1)[C:17](=O)[C:18]1[CH:23]=[CH:22][C:21]([O:24][C:25]([F:28])([F:27])[F:26])=[CH:20][CH:19]=1)[C:6]([C:8]1[CH:9]=[N:10][C:11]([S:14][CH3:15])=[N:12][CH:13]=1)=O)[CH3:2].FC(F)(F)C([O-])=O.[NH4+:41], predict the reaction product. The product is: [CH2:1]([O:3][C:4]([C:5]1[N:16]([CH:30]2[CH2:31][CH2:32]2)[C:17]([C:18]2[CH:19]=[CH:20][C:21]([O:24][C:25]([F:26])([F:28])[F:27])=[CH:22][CH:23]=2)=[N:41][C:6]=1[C:8]1[CH:9]=[N:10][C:11]([S:14][CH3:15])=[N:12][CH:13]=1)=[O:33])[CH3:2]. (4) The product is: [C:1]([O:5][C:6](=[O:27])[NH:7][CH:8]([C:12](=[O:26])[NH:13][C:14]1[CH:19]=[CH:18][C:17]([CH:20]([CH3:25])[CH2:21][C:22](=[O:24])[CH3:23])=[CH:16][N:15]=1)[CH2:9][CH2:10][CH3:11])([CH3:2])([CH3:3])[CH3:4]. Given the reactants [C:1]([O:5][C:6](=[O:27])[NH:7][CH:8]([C:12](=[O:26])[NH:13][C:14]1[CH:19]=[CH:18][C:17]([C:20]([CH3:25])=[CH:21][C:22](=[O:24])[CH3:23])=[CH:16][N:15]=1)[CH2:9][CH2:10][CH3:11])([CH3:4])([CH3:3])[CH3:2], predict the reaction product. (5) Given the reactants [C:1]([C:4]1[CH:9]=[CH:8][C:7]([NH:10][S:11]([C:14]2[CH:19]=[CH:18][C:17]([O:20][CH:21]3[CH2:26][CH2:25][N:24]([CH3:27])[CH2:23][CH2:22]3)=[CH:16][CH:15]=2)(=[O:13])=[O:12])=[CH:6][CH:5]=1)(=[O:3])[CH3:2].[Br:28][CH2:29][C:30]([C:32]1[CH:37]=[CH:36][C:35]([NH:38][S:39]([C:42]2[CH:47]=[CH:46][C:45]([O:48][CH:49]3[CH2:54][CH2:53][N:52]([CH3:55])[CH2:51][CH2:50]3)=[CH:44][CH:43]=2)(=[O:41])=[O:40])=[CH:34][CH:33]=1)=[O:31], predict the reaction product. The product is: [Br:28][CH2:29][C:30]([C:32]1[CH:33]=[CH:34][C:35]([NH:38][S:39]([C:42]2[CH:47]=[CH:46][C:45]([O:48][CH:49]3[CH2:50][CH2:51][N:52]([CH3:55])[CH2:53][CH2:54]3)=[CH:44][CH:43]=2)(=[O:40])=[O:41])=[CH:36][CH:37]=1)=[O:31].[Br:28][CH2:2][C:1]([C:4]1[CH:9]=[CH:8][C:7]([NH:10][S:11]([C:14]2[CH:19]=[CH:18][C:17]([O:20][CH:21]3[CH2:26][CH2:25][N:24]([CH3:27])[CH2:23][CH2:22]3)=[CH:16][CH:15]=2)(=[O:12])=[O:13])=[CH:6][CH:5]=1)=[O:3]. (6) The product is: [NH2:16][C:11]1[CH:12]=[CH:13][CH:14]=[CH:15][C:10]=1[NH:9][C:7]([C:2]1[CH:3]=[N:4][CH:5]=[CH:6][N:1]=1)=[O:8]. Given the reactants [N:1]1[CH:6]=[CH:5][N:4]=[CH:3][C:2]=1[C:7]([NH:9][C:10]1[CH:15]=[CH:14][CH:13]=[CH:12][C:11]=1[NH:16]C(=O)OC(C)(C)C)=[O:8].FC(F)(F)C(O)=O, predict the reaction product. (7) Given the reactants [Br:1][C:2]1[CH:3]=[CH:4][C:5]([NH2:8])=[N:6][CH:7]=1.[Cl:9][S:10](O)(=[O:12])=[O:11], predict the reaction product. The product is: [NH2:8][C:5]1[C:4]([S:10]([Cl:9])(=[O:12])=[O:11])=[CH:3][C:2]([Br:1])=[CH:7][N:6]=1. (8) Given the reactants [Cl:1][C:2]1[N:11]=[CH:10][C:9]2[NH:8][CH2:7][CH:6]3[CH2:12][O:13][CH2:14][CH2:15][N:5]3[C:4]=2[N:3]=1.CC(C)([O-])C.[Na+].[CH3:22][C:23]1[CH:28]=[CH:27][C:26]([S:29](Cl)(=[O:31])=[O:30])=[CH:25][CH:24]=1, predict the reaction product. The product is: [Cl:1][C:2]1[N:11]=[CH:10][C:9]2[N:8]([S:29]([C:26]3[CH:27]=[CH:28][C:23]([CH3:22])=[CH:24][CH:25]=3)(=[O:31])=[O:30])[CH2:7][CH:6]3[CH2:12][O:13][CH2:14][CH2:15][N:5]3[C:4]=2[N:3]=1.